From a dataset of Choline transporter screen with 302,306 compounds. Binary Classification. Given a drug SMILES string, predict its activity (active/inactive) in a high-throughput screening assay against a specified biological target. The compound is Brc1ccc(c2nn(S(=O)(=O)c3ccccc3)c(N)c2)cc1. The result is 0 (inactive).